This data is from Full USPTO retrosynthesis dataset with 1.9M reactions from patents (1976-2016). The task is: Predict the reactants needed to synthesize the given product. Given the product [C:30]([O:29][CH2:7][CH2:8][CH2:9][CH2:10][CH2:11][CH2:12][CH2:13][CH2:14][CH2:15][CH2:16][CH2:17][CH2:18][CH2:19][CH2:20][CH2:21][CH2:22][CH2:23][CH2:24][CH2:25][CH2:26][CH:27]=[CH2:28])(=[O:32])[CH3:31], predict the reactants needed to synthesize it. The reactants are: N1C=CC=CC=1.[CH2:7]([OH:29])[CH2:8][CH2:9][CH2:10][CH2:11][CH2:12][CH2:13][CH2:14][CH2:15][CH2:16][CH2:17][CH2:18][CH2:19][CH2:20][CH2:21][CH2:22][CH2:23][CH2:24][CH2:25][CH2:26][CH:27]=[CH2:28].[C:30](OC(=O)C)(=[O:32])[CH3:31].C1(C)C=CC=CC=1.